This data is from Full USPTO retrosynthesis dataset with 1.9M reactions from patents (1976-2016). The task is: Predict the reactants needed to synthesize the given product. (1) Given the product [CH:1]1([CH2:6][N:7]([C:10]2[C:19]([CH2:20][OH:21])=[CH:18][C:17]3[C:12](=[CH:13][C:14]([F:23])=[C:15]([F:22])[CH:16]=3)[N:11]=2)[CH2:8][CH3:9])[CH2:5][CH2:4][CH2:3][CH2:2]1, predict the reactants needed to synthesize it. The reactants are: [CH:1]1([CH2:6][N:7]([C:10]2[C:19]([CH:20]=[O:21])=[CH:18][C:17]3[C:12](=[CH:13][C:14]([F:23])=[C:15]([F:22])[CH:16]=3)[N:11]=2)[CH2:8][CH3:9])[CH2:5][CH2:4][CH2:3][CH2:2]1.[BH4-].[Na+].[Cl-].[NH4+].O. (2) Given the product [OH:11][C:6]1[CH:5]=[C:4]([N+:1]([O-:3])=[O:2])[CH:10]=[CH:9][C:7]=1[NH:8][C:21]([NH:20][C:14]1[CH:15]=[CH:16][C:17]([Br:19])=[CH:18][C:13]=1[Br:12])=[O:22], predict the reactants needed to synthesize it. The reactants are: [N+:1]([C:4]1[CH:10]=[CH:9][C:7]([NH2:8])=[C:6]([OH:11])[CH:5]=1)([O-:3])=[O:2].[Br:12][C:13]1[CH:18]=[C:17]([Br:19])[CH:16]=[CH:15][C:14]=1[N:20]=[C:21]=[O:22]. (3) Given the product [C:1]([NH:9][CH:10]([CH2:16][CH2:17][S:18][C:19]1[CH:20]=[CH:21][CH:22]=[CH:23][CH:24]=1)[C:11]([OH:13])=[O:12])(=[O:8])[C:2]1[CH:3]=[CH:4][CH:5]=[CH:6][CH:7]=1, predict the reactants needed to synthesize it. The reactants are: [C:1]([NH:9][CH:10]([CH2:16][CH2:17][S:18][C:19]1[CH:24]=[CH:23][CH:22]=[CH:21][CH:20]=1)[C:11]([O:13]CC)=[O:12])(=[O:8])[C:2]1[CH:7]=[CH:6][CH:5]=[CH:4][CH:3]=1.[OH-].[Na+]. (4) Given the product [CH3:15][O:18][C:19]1[CH:20]=[C:21]([C:25]2[C:26]([O:47][CH3:48])=[CH:27][CH:28]=[C:29]([C:31]([NH:32][C:33]3[CH:38]=[CH:37][C:36]([C:39]4[CH:44]=[CH:43][C:42]([O:56][CH:53]5[CH2:54][CH2:55][N:50]([CH3:49])[CH2:51][CH2:52]5)=[CH:41][CH:40]=4)=[CH:35][N:34]=3)=[O:46])[CH:30]=2)[CH:22]=[CH:23][CH:24]=1, predict the reactants needed to synthesize it. The reactants are: CC(OC(/N=N/C(OC(C)C)=O)=O)C.[C:15]([O:18][C:19]1[CH:20]=[C:21]([C:25]2[CH:30]=[C:29]([C:31](=[O:46])[NH:32][C:33]3[CH:38]=[CH:37][C:36]([C:39]4[CH:44]=[CH:43][C:42](O)=[CH:41][CH:40]=4)=[CH:35][N:34]=3)[CH:28]=[CH:27][C:26]=2[O:47][CH3:48])[CH:22]=[CH:23][CH:24]=1)(=O)C.[CH3:49][N:50]1[CH2:55][CH2:54][CH:53]([OH:56])[CH2:52][CH2:51]1.C1(P(C2C=CC=CC=2)C2C=CC=CC=2)C=CC=CC=1. (5) Given the product [C:11]1([C:17]#[C:18][C:2]2[N:7]=[C:6]([C:8]([OH:10])=[O:9])[CH:5]=[CH:4][CH:3]=2)[CH:16]=[CH:15][CH:14]=[CH:13][CH:12]=1, predict the reactants needed to synthesize it. The reactants are: Br[C:2]1[N:7]=[C:6]([C:8]([OH:10])=[O:9])[CH:5]=[CH:4][CH:3]=1.[C:11]1([C:17]#[CH:18])[CH:16]=[CH:15][CH:14]=[CH:13][CH:12]=1. (6) Given the product [F:30][C:24]1[CH:25]=[C:26]([F:29])[CH:27]=[CH:28][C:23]=1[C:20]1[CH:21]=[CH:22][C:17]([C@@H:15]([N:11]2[CH2:10][CH2:9][C@@:8]([C:31]3[CH:32]=[CH:33][C:34]([F:37])=[CH:35][CH:36]=3)([CH2:7][CH2:6][N:38]3[CH:42]=[CH:41][N:40]=[CH:39]3)[O:13][C:12]2=[O:14])[CH3:16])=[CH:18][CH:19]=1, predict the reactants needed to synthesize it. The reactants are: CS(O[CH2:6][CH2:7][C@@:8]1([C:31]2[CH:36]=[CH:35][C:34]([F:37])=[CH:33][CH:32]=2)[O:13][C:12](=[O:14])[N:11]([C@H:15]([C:17]2[CH:22]=[CH:21][C:20]([C:23]3[CH:28]=[CH:27][C:26]([F:29])=[CH:25][C:24]=3[F:30])=[CH:19][CH:18]=2)[CH3:16])[CH2:10][CH2:9]1)(=O)=O.[NH:38]1[CH:42]=[CH:41][N:40]=[CH:39]1.C([O-])([O-])=O.[K+].[K+]. (7) Given the product [C:42]([O:41][C:39]([N:33]1[CH2:34][C:35]2([CH2:36][N:37]([C:2]3[N:7]=[C:6]([N:8]4[C:12]5[CH:13]=[CH:14][CH:15]=[CH:16][C:11]=5[N:10]=[C:9]4[CH:17]([F:18])[F:19])[N:5]=[C:4]([N:20]4[CH2:25][CH2:24][O:23][CH2:22][CH2:21]4)[N:3]=3)[CH2:38]2)[CH2:32]1)=[O:40])([CH3:45])([CH3:43])[CH3:44], predict the reactants needed to synthesize it. The reactants are: Cl[C:2]1[N:7]=[C:6]([N:8]2[C:12]3[CH:13]=[CH:14][CH:15]=[CH:16][C:11]=3[N:10]=[C:9]2[CH:17]([F:19])[F:18])[N:5]=[C:4]([N:20]2[CH2:25][CH2:24][O:23][CH2:22][CH2:21]2)[N:3]=1.C(=O)([O-])[O-].[K+].[K+].[CH2:32]1[C:35]2([CH2:38][NH:37][CH2:36]2)[CH2:34][N:33]1[C:39]([O:41][C:42]([CH3:45])([CH3:44])[CH3:43])=[O:40]. (8) Given the product [F:23][C:24]1[CH:29]=[C:28]([C:2]2[CH:11]=[CH:10][C:9]3[N:8]=[CH:7][C:6]4[N:12]([CH3:22])[C:13](=[O:21])[N:14]([C:15]5[N:16]([CH3:20])[N:17]=[CH:18][CH:19]=5)[C:5]=4[C:4]=3[CH:3]=2)[CH:27]=[CH:26][N:25]=1, predict the reactants needed to synthesize it. The reactants are: Br[C:2]1[CH:11]=[CH:10][C:9]2[N:8]=[CH:7][C:6]3[N:12]([CH3:22])[C:13](=[O:21])[N:14]([C:15]4[N:16]([CH3:20])[N:17]=[CH:18][CH:19]=4)[C:5]=3[C:4]=2[CH:3]=1.[F:23][C:24]1[CH:29]=[C:28](B(O)O)[CH:27]=[CH:26][N:25]=1. (9) Given the product [ClH:16].[CH2:9]([NH:8][CH2:1][C:2]1[CH:7]=[CH:6][CH:5]=[CH:4][CH:3]=1)[C:10]1[CH:15]=[CH:14][CH:13]=[CH:12][CH:11]=1, predict the reactants needed to synthesize it. The reactants are: [CH2:1]([NH:8][CH2:9][C:10]1[CH:15]=[CH:14][CH:13]=[CH:12][CH:11]=1)[C:2]1[CH:7]=[CH:6][CH:5]=[CH:4][CH:3]=1.[ClH:16]. (10) Given the product [CH3:11][C:4]1[CH:5]=[C:6]2[C:10](=[C:2]([C:17]([OH:19])=[O:18])[CH:3]=1)[NH:9][CH:8]=[CH:7]2, predict the reactants needed to synthesize it. The reactants are: Br[C:2]1[CH:3]=[C:4]([CH3:11])[CH:5]=[C:6]2[C:10]=1[NH:9][CH:8]=[CH:7]2.[Li]CCCC.[C:17](=[O:19])=[O:18].O.